This data is from Forward reaction prediction with 1.9M reactions from USPTO patents (1976-2016). The task is: Predict the product of the given reaction. (1) The product is: [S:30](=[N:1][C:2]1[CH:3]=[C:4]([CH:27]=[CH:28][CH:29]=1)[C:5]([NH:7][C:8]1[C:13]([CH3:14])=[CH:12][C:11]([C:15]([F:24])([C:20]([F:21])([F:22])[F:23])[C:16]([F:17])([F:18])[F:19])=[CH:10][C:9]=1[CH2:25][CH3:26])=[O:6])=[O:31]. Given the reactants [NH2:1][C:2]1[CH:3]=[C:4]([CH:27]=[CH:28][CH:29]=1)[C:5]([NH:7][C:8]1[C:13]([CH3:14])=[CH:12][C:11]([C:15]([F:24])([C:20]([F:23])([F:22])[F:21])[C:16]([F:19])([F:18])[F:17])=[CH:10][C:9]=1[CH2:25][CH3:26])=[O:6].[S:30](Cl)(Cl)=[O:31], predict the reaction product. (2) Given the reactants OC1C=C(CCC[N:11]2[C:19](=[O:20])[C:18]3[C:13](=[CH:14][CH:15]=[CH:16][CH:17]=3)[C:12]2=[O:21])C=CC=1.COCCCCO, predict the reaction product. The product is: [C:12]1(=[O:21])[C:13]2[C:18](=[CH:17][CH:16]=[CH:15][CH:14]=2)[C:19](=[O:20])[NH:11]1. (3) Given the reactants [S:1]1[C:5]2[CH:6]=[CH:7][CH:8]=[CH:9][C:4]=2[N:3]=[C:2]1[C:10]([NH2:12])=O.N1C=CC=CC=1.O=P(Cl)(Cl)Cl, predict the reaction product. The product is: [C:10]([C:2]1[S:1][C:5]2[CH:6]=[CH:7][CH:8]=[CH:9][C:4]=2[N:3]=1)#[N:12]. (4) Given the reactants [NH2:1][C:2]1[C:3]([C:8]([OH:10])=O)=[N:4][CH:5]=[CH:6][CH:7]=1.[F:11][C:12]1([F:25])[O:17][C:16]2[CH:18]=[CH:19][C:20]([NH2:22])=[CH:21][C:15]=2[O:14][C:13]1([F:24])[F:23].C(N(C(C)C)CC)(C)C.CCN=C=NCCCN(C)C.ON1C2C=CC=CC=2N=N1, predict the reaction product. The product is: [NH2:1][C:2]1[C:3]([C:8]([NH:22][C:20]2[CH:19]=[CH:18][C:16]3[O:17][C:12]([F:25])([F:11])[C:13]([F:23])([F:24])[O:14][C:15]=3[CH:21]=2)=[O:10])=[N:4][CH:5]=[CH:6][CH:7]=1.